From a dataset of NCI-60 drug combinations with 297,098 pairs across 59 cell lines. Regression. Given two drug SMILES strings and cell line genomic features, predict the synergy score measuring deviation from expected non-interaction effect. (1) Drug 2: CC1=C(C(=CC=C1)Cl)NC(=O)C2=CN=C(S2)NC3=CC(=NC(=N3)C)N4CCN(CC4)CCO. Drug 1: CS(=O)(=O)C1=CC(=C(C=C1)C(=O)NC2=CC(=C(C=C2)Cl)C3=CC=CC=N3)Cl. Cell line: UACC62. Synergy scores: CSS=15.5, Synergy_ZIP=-0.277, Synergy_Bliss=6.08, Synergy_Loewe=4.01, Synergy_HSA=5.84. (2) Drug 1: CCCS(=O)(=O)NC1=C(C(=C(C=C1)F)C(=O)C2=CNC3=C2C=C(C=N3)C4=CC=C(C=C4)Cl)F. Drug 2: CN(C)C1=NC(=NC(=N1)N(C)C)N(C)C. Cell line: SF-295. Synergy scores: CSS=-3.58, Synergy_ZIP=-1.65, Synergy_Bliss=-6.40, Synergy_Loewe=-5.98, Synergy_HSA=-6.11.